Dataset: Catalyst prediction with 721,799 reactions and 888 catalyst types from USPTO. Task: Predict which catalyst facilitates the given reaction. (1) The catalyst class is: 1. Product: [CH:18]([N:16]1[CH2:17][CH:14]([S:8][C:4]2[S:3][CH:7]=[CH:6][CH:5]=2)[CH2:15]1)([C:25]1[CH:26]=[CH:27][CH:28]=[CH:29][CH:30]=1)[C:19]1[CH:20]=[CH:21][CH:22]=[CH:23][CH:24]=1. Reactant: [OH-].[K+].[S:3]1[CH:7]=[CH:6][CH:5]=[C:4]1[SH:8].CS(O[CH:14]1[CH2:17][N:16]([CH:18]([C:25]2[CH:30]=[CH:29][CH:28]=[CH:27][CH:26]=2)[C:19]2[CH:24]=[CH:23][CH:22]=[CH:21][CH:20]=2)[CH2:15]1)(=O)=O. (2) Reactant: Br[CH2:2][CH2:3][N:4]1[C:12]([S:13][C:14]2[CH:19]=[C:18]([Cl:20])[CH:17]=[C:16]([Cl:21])[CH:15]=2)=[N:11][C:10]2[C:5]1=[N:6][CH:7]=[N:8][C:9]=2[NH2:22].Cl.[CH3:24][O:25][CH:26]([CH3:29])[CH2:27][NH2:28].CCN(CC)CC. Product: [Cl:21][C:16]1[CH:15]=[C:14]([S:13][C:12]2[N:4]([CH2:3][CH2:2][NH:28][CH2:27][CH:26]([O:25][CH3:24])[CH3:29])[C:5]3[C:10]([N:11]=2)=[C:9]([NH2:22])[N:8]=[CH:7][N:6]=3)[CH:19]=[C:18]([Cl:20])[CH:17]=1. The catalyst class is: 3. (3) The catalyst class is: 3. Reactant: [CH3:1][O:2][C:3]1[CH:8]=[C:7]([O:9][C:10]([F:13])([F:12])[F:11])[CH:6]=[CH:5][C:4]=1[C:14]1[N:19]=[C:18]2[N:20]([CH3:24])[N:21]=[C:22]([OH:23])[C:17]2=[N:16][C:15]=1[CH3:25].C([O-])([O-])=O.[K+].[K+].Br[CH:33]([CH2:36][CH3:37])[CH2:34][CH3:35].O. Product: [CH2:34]([CH:33]([O:23][C:22]1[C:17]2[C:18](=[N:19][C:14]([C:4]3[CH:5]=[CH:6][C:7]([O:9][C:10]([F:12])([F:13])[F:11])=[CH:8][C:3]=3[O:2][CH3:1])=[C:15]([CH3:25])[N:16]=2)[N:20]([CH3:24])[N:21]=1)[CH2:36][CH3:37])[CH3:35]. (4) Reactant: [CH2:1]([O:8][C:9]([N:11]1[CH2:16][CH2:15][CH2:14][C@H:13]([OH:17])[CH2:12]1)=[O:10])[C:2]1[CH:7]=[CH:6][CH:5]=[CH:4][CH:3]=1.[C:18]([O:22][C:23]([N:25]1[CH2:30][CH2:29][N:28]([C:31]2[CH:36]=[CH:35][CH:34]=[CH:33][C:32]=2O)[CH2:27][CH2:26]1)=[O:24])([CH3:21])([CH3:20])[CH3:19].C1(P(C2C=CC=CC=2)C2C=CC=CC=2)C=CC=CC=1.N(C(OC(C)C)=O)=NC(OC(C)C)=O. Product: [C:18]([O:22][C:23]([N:25]1[CH2:30][CH2:29][N:28]([C:31]2[CH:36]=[CH:35][CH:34]=[CH:33][C:32]=2[O:17][CH:13]2[CH2:14][CH2:15][CH2:16][N:11]([C:9]([O:8][CH2:1][C:2]3[CH:7]=[CH:6][CH:5]=[CH:4][CH:3]=3)=[O:10])[CH2:12]2)[CH2:27][CH2:26]1)=[O:24])([CH3:21])([CH3:19])[CH3:20]. The catalyst class is: 1. (5) Product: [NH2:35][C:33]1[CH:32]=[CH:31][C:30]([F:38])=[C:29]([C@@:18]2([CH3:28])[N:17]=[C:16]([N:8]([C:6]([O:5][C:1]([CH3:2])([CH3:3])[CH3:4])=[O:7])[C:9](=[O:15])[O:10][C:11]([CH3:14])([CH3:12])[CH3:13])[C@:22]3([CH2:26][F:27])[S:23](=[O:25])(=[O:24])[C@H:19]2[CH2:20][CH2:21]3)[CH:34]=1. The catalyst class is: 63. Reactant: [C:1]([O:5][C:6]([N:8]([C:16]1[C@:22]2([CH2:26][F:27])[S:23](=[O:25])(=[O:24])[C@@H:19]([CH2:20][CH2:21]2)[C@:18]([C:29]2[CH:34]=[C:33]([N+:35]([O-])=O)[CH:32]=[CH:31][C:30]=2[F:38])([CH3:28])[N:17]=1)[C:9](=[O:15])[O:10][C:11]([CH3:14])([CH3:13])[CH3:12])=[O:7])([CH3:4])([CH3:3])[CH3:2].C(OCC)(=O)C. (6) Reactant: C[O:2][C:3]([C:5]1[N:9]=[CH:8][N:7]([CH2:10][O:11][CH2:12][CH2:13][Si:14]([CH3:17])([CH3:16])[CH3:15])[N:6]=1)=[O:4].[OH-].[K+:19]. Product: [K+:19].[CH3:15][Si:14]([CH3:17])([CH3:16])[CH2:13][CH2:12][O:11][CH2:10][N:7]1[CH:8]=[N:9][C:5]([C:3]([O-:4])=[O:2])=[N:6]1. The catalyst class is: 863. (7) Reactant: [H-].[Na+].[CH2:3]([O:5][C:6](=[O:15])[CH2:7][C:8]1[CH:13]=[CH:12][CH:11]=[C:10]([F:14])[CH:9]=1)[CH3:4].[C:16](OCC)(=[O:18])[CH3:17].[Cl-].[NH4+]. The catalyst class is: 7. Product: [F:14][C:10]1[CH:9]=[C:8]([CH:7]([C:16]([CH3:17])=[O:18])[C:6]([O:5][CH2:3][CH3:4])=[O:15])[CH:13]=[CH:12][CH:11]=1. (8) Reactant: [NH:1]([C:8]([NH:21][C:22]1[CH:27]=[CH:26][CH:25]=[CH:24][CH:23]=1)=[CH:9][C:10]([C:12]1[C:13](Cl)=[N:14][C:15]([CH3:19])=[CH:16][C:17]=1[Cl:18])=[O:11])[C:2]1[CH:7]=[CH:6][CH:5]=[CH:4][CH:3]=1.CC([O-])(C)C.[K+]. Product: [NH:1]([C:8]1[N:21]([C:22]2[CH:27]=[CH:26][CH:25]=[CH:24][CH:23]=2)[C:13]2[C:12]([C:10](=[O:11])[CH:9]=1)=[C:17]([Cl:18])[CH:16]=[C:15]([CH3:19])[N:14]=2)[C:2]1[CH:7]=[CH:6][CH:5]=[CH:4][CH:3]=1. The catalyst class is: 12.